From a dataset of Peptide-MHC class I binding affinity with 185,985 pairs from IEDB/IMGT. Regression. Given a peptide amino acid sequence and an MHC pseudo amino acid sequence, predict their binding affinity value. This is MHC class I binding data. (1) The peptide sequence is EDAQPGLLSY. The MHC is HLA-A23:01 with pseudo-sequence HLA-A23:01. The binding affinity (normalized) is 0. (2) The peptide sequence is ALASCMGLIY. The MHC is HLA-A29:02 with pseudo-sequence HLA-A29:02. The binding affinity (normalized) is 0.770. (3) The peptide sequence is TYLYNKYSF. The MHC is HLA-B18:01 with pseudo-sequence HLA-B18:01. The binding affinity (normalized) is 0.290. (4) The peptide sequence is FIIFLFILLL. The MHC is HLA-A02:02 with pseudo-sequence HLA-A02:02. The binding affinity (normalized) is 0.437.